Dataset: Forward reaction prediction with 1.9M reactions from USPTO patents (1976-2016). Task: Predict the product of the given reaction. (1) Given the reactants [C:1]([O:5][C:6]([N:8]1[CH2:13][CH2:12][N:11]([C:14]2[CH:19]=[CH:18][C:17]([CH:20]3[C:25]([C:26]([O:28][CH2:29][CH3:30])=[O:27])=[C:24]([C:31]4[C:36]([F:37])=[CH:35][CH:34]=[C:33]([F:38])[C:32]=4[F:39])[NH:23][C:22]4[NH:40][N:41]=[C:42]([C:43]5[S:44][CH:45]=[CH:46][CH:47]=5)[C:21]3=4)=[CH:16][CH:15]=2)[CH2:10][CH2:9]1)=[O:7])([CH3:4])([CH3:3])[CH3:2], predict the reaction product. The product is: [C:1]([O:5][C:6]([N:8]1[CH2:13][CH2:12][N:11]([C:14]2[CH:15]=[CH:16][C:17]([C:20]3[C:25]([C:26]([O:28][CH2:29][CH3:30])=[O:27])=[C:24]([C:31]4[C:36]([F:37])=[CH:35][CH:34]=[C:33]([F:38])[C:32]=4[F:39])[N:23]=[C:22]4[NH:40][N:41]=[C:42]([C:43]5[S:44][CH:45]=[CH:46][CH:47]=5)[C:21]=34)=[CH:18][CH:19]=2)[CH2:10][CH2:9]1)=[O:7])([CH3:2])([CH3:3])[CH3:4]. (2) Given the reactants [CH3:1][C:2]1[CH:3]=[CH:4][CH:5]=[C:6]2[C:11]=1[N:10]=[C:9]([C:12]1[CH:17]=[CH:16][CH:15]=[CH:14][C:13]=1[C:18]([F:21])([F:20])[F:19])[C:8]([CH:22]=O)=[CH:7]2.[BH4-].[Na+].CC1C=CC=C2C=1N=C(C1C=CC=CC=1C(F)(F)F)C(CO)=C2.O=S(Cl)[Cl:51], predict the reaction product. The product is: [Cl:51][CH2:22][C:8]1[C:9]([C:12]2[CH:17]=[CH:16][CH:15]=[CH:14][C:13]=2[C:18]([F:20])([F:21])[F:19])=[N:10][C:11]2[C:6]([CH:7]=1)=[CH:5][CH:4]=[CH:3][C:2]=2[CH3:1]. (3) Given the reactants [F:1][C:2]([F:12])([F:11])[CH2:3][N:4]1[C:8]([CH2:9][OH:10])=[CH:7][CH:6]=[N:5]1.C1C=CC(P(C2C=CC=CC=2)C2C=CC=CC=2)=CC=1.N(C(OC(C)(C)C)=O)=NC(OC(C)(C)C)=O.[Cl:48][C:49]1[C:50]([CH3:90])=[C:51]([C:65]2[C:73]3[C:72]([O:74][C@H:75]([CH2:81][C:82]4[CH:87]=[CH:86][CH:85]=[CH:84][C:83]=4O)[C:76]([O:78][CH2:79][CH3:80])=[O:77])=[N:71][CH:70]=[N:69][C:68]=3[S:67][C:66]=2[I:89])[CH:52]=[CH:53][C:54]=1[O:55][CH2:56][CH2:57][N:58]1[CH2:63][CH2:62][N:61]([CH3:64])[CH2:60][CH2:59]1, predict the reaction product. The product is: [Cl:48][C:49]1[C:50]([CH3:90])=[C:51]([C:65]2[C:73]3[C:72]([O:74][C@H:75]([CH2:81][C:82]4[CH:83]=[CH:84][CH:85]=[CH:86][C:87]=4[O:10][CH2:9][C:8]4[N:4]([CH2:3][C:2]([F:1])([F:11])[F:12])[N:5]=[CH:6][CH:7]=4)[C:76]([O:78][CH2:79][CH3:80])=[O:77])=[N:71][CH:70]=[N:69][C:68]=3[S:67][C:66]=2[I:89])[CH:52]=[CH:53][C:54]=1[O:55][CH2:56][CH2:57][N:58]1[CH2:59][CH2:60][N:61]([CH3:64])[CH2:62][CH2:63]1. (4) Given the reactants [Br:1][C:2]1[CH:3]=[CH:4][C:5]([OH:8])=[N:6][CH:7]=1.Cl[CH2:10][CH2:11][O:12][CH3:13].C(=O)([O-])[O-].[K+].[K+], predict the reaction product. The product is: [Br:1][C:2]1[CH:3]=[CH:4][C:5]([O:8][CH2:10][CH2:11][O:12][CH3:13])=[N:6][CH:7]=1. (5) Given the reactants [Cl:1][C:2]1[CH:7]=[CH:6][C:5]([CH2:8]Cl)=[CH:4][N:3]=1.C(N(CC)CC)C.Cl.[NH2:18][CH2:19][C:20]([O:22][CH2:23][CH3:24])=[O:21], predict the reaction product. The product is: [Cl:1][C:2]1[N:3]=[CH:4][C:5]([CH2:8][NH:18][CH2:19][C:20]([O:22][CH2:23][CH3:24])=[O:21])=[CH:6][CH:7]=1. (6) Given the reactants C(=O)([O-])[O-].[K+].[K+].[OH:7][C:8]1[C:13]([CH3:14])=[C:12]([OH:15])[CH:11]=[CH:10][C:9]=1[C:16]([C:18]1[CH:23]=[CH:22][CH:21]=[CH:20][CH:19]=1)=[O:17].Br[CH2:25][CH2:26][CH2:27][CH2:28][O:29][C:30]1[CH:37]=[CH:36][C:33]([C:34]#[N:35])=[CH:32][CH:31]=1, predict the reaction product. The product is: [C:16]([C:9]1[CH:10]=[CH:11][C:12]([O:15][CH2:25][CH2:26][CH2:27][CH2:28][O:29][C:30]2[CH:31]=[CH:32][C:33]([C:34]#[N:35])=[CH:36][CH:37]=2)=[C:13]([CH3:14])[C:8]=1[OH:7])(=[O:17])[C:18]1[CH:19]=[CH:20][CH:21]=[CH:22][CH:23]=1. (7) Given the reactants [CH3:1][O:2][C:3]1[CH:8]=[CH:7][CH:6]=[CH:5][C:4]=1[O:9][CH3:10].C([Li])CCC.[C:16](OCC)(=[O:22])[C:17]([O:19][CH2:20][CH3:21])=[O:18].[NH4+].[Cl-], predict the reaction product. The product is: [CH3:1][O:2][C:3]1[C:4]([O:9][CH3:10])=[CH:5][CH:6]=[CH:7][C:8]=1[C:16](=[O:22])[C:17]([O:19][CH2:20][CH3:21])=[O:18]. (8) Given the reactants CP(C1C=CC(N)=C(S(C(C)C)(=O)=O)C=1)(C)=O.ClC1N=C(Cl)C(Cl)=CN=1.Cl[C:28]1[N:33]=[C:32]([NH:34][C:35]2[CH:40]=[CH:39][C:38]([P:41]([CH3:44])([CH3:43])=[O:42])=[CH:37][C:36]=2[S:45]([CH:48]([CH3:50])[CH3:49])(=[O:47])=[O:46])[C:31]([Cl:51])=[CH:30][N:29]=1.[N:52]1[CH:57]=[CH:56][CH:55]=[CH:54][C:53]=1[N:58]1[CH2:63][CH2:62][N:61]([C:64]2[S:68][C:67]([NH2:69])=[N:66][N:65]=2)[CH2:60][CH2:59]1, predict the reaction product. The product is: [Cl:51][C:31]1[C:32]([NH:34][C:35]2[CH:40]=[CH:39][C:38]([P:41]([CH3:44])([CH3:43])=[O:42])=[CH:37][C:36]=2[S:45]([CH:48]([CH3:50])[CH3:49])(=[O:47])=[O:46])=[N:33][C:28]([NH:69][C:67]2[S:68][C:64]([N:61]3[CH2:60][CH2:59][N:58]([C:53]4[CH:54]=[CH:55][CH:56]=[CH:57][N:52]=4)[CH2:63][CH2:62]3)=[N:65][N:66]=2)=[N:29][CH:30]=1. (9) Given the reactants [CH2:1]([O:8][C:9]1[N:14]=[CH:13][C:12]([N:15]([CH3:36])[C:16]2[CH:21]=[CH:20][N:19]=[C:18]([NH:22][CH:23]3[CH2:28][CH2:27][N:26](C(OC(C)(C)C)=O)[CH2:25][CH2:24]3)[N:17]=2)=[CH:11][C:10]=1[C:37]1[CH:42]=[CH:41][CH:40]=[CH:39][CH:38]=1)[C:2]1[CH:7]=[CH:6][CH:5]=[CH:4][CH:3]=1.Cl, predict the reaction product. The product is: [CH2:1]([O:8][C:9]1[N:14]=[CH:13][C:12]([N:15]([CH3:36])[C:16]2[CH:21]=[CH:20][N:19]=[C:18]([NH:22][CH:23]3[CH2:28][CH2:27][NH:26][CH2:25][CH2:24]3)[N:17]=2)=[CH:11][C:10]=1[C:37]1[CH:42]=[CH:41][CH:40]=[CH:39][CH:38]=1)[C:2]1[CH:3]=[CH:4][CH:5]=[CH:6][CH:7]=1.